From a dataset of Reaction yield outcomes from USPTO patents with 853,638 reactions. Predict the reaction yield, written as a fraction of the theoretical maximum amount of product (1.0 means a 100% yield; for example, 0.34 means a 34% yield). (1) The reactants are [Cl:1][C:2]1[N:3]=[C:4](Cl)[C:5]2[CH2:10][CH2:9][CH:8]([C:11]3[CH:16]=[CH:15][C:14]([F:17])=[CH:13][CH:12]=3)[C:6]=2[N:7]=1.[CH3:19][N:20]([CH3:26])[CH:21]1[CH2:25][CH2:24][NH:23][CH2:22]1. No catalyst specified. The product is [Cl:1][C:2]1[N:3]=[C:4]([N:23]2[CH2:24][CH2:25][CH:21]([N:20]([CH3:26])[CH3:19])[CH2:22]2)[C:5]2[CH2:10][CH2:9][CH:8]([C:11]3[CH:16]=[CH:15][C:14]([F:17])=[CH:13][CH:12]=3)[C:6]=2[N:7]=1. The yield is 0.860. (2) The reactants are [CH3:1][C:2]([CH3:7])([CH2:5][OH:6])[CH2:3][OH:4].[S:8](Cl)(Cl)=[O:9].O. The catalyst is C(OCC)C. The product is [CH3:1][C:2]1([CH3:7])[CH2:5][O:6][S:8](=[O:9])[O:4][CH2:3]1. The yield is 0.820.